This data is from Catalyst prediction with 721,799 reactions and 888 catalyst types from USPTO. The task is: Predict which catalyst facilitates the given reaction. (1) Reactant: [O:1]1[CH:5]=[N:4][N:3]=[C:2]1[C:6]1[CH:11]=[CH:10][C:9](B(O)O)=[CH:8][CH:7]=1.[C:15]([C:19]1[CH:23]=[C:22]([C:24]([O:26][CH2:27][CH3:28])=[O:25])[NH:21][N:20]=1)([CH3:18])([CH3:17])[CH3:16].N1C=CC=CC=1. Product: [O:1]1[CH:5]=[N:4][N:3]=[C:2]1[C:6]1[CH:11]=[CH:10][C:9]([N:21]2[C:22]([C:24]([O:26][CH2:27][CH3:28])=[O:25])=[CH:23][C:19]([C:15]([CH3:16])([CH3:18])[CH3:17])=[N:20]2)=[CH:8][CH:7]=1. The catalyst class is: 302. (2) Reactant: Br[C:2]1[CH:11]=[C:10]2[C:5]([CH:6]=[C:7](OCCOC)[C:8]([C:12]3[NH:13][CH2:14][CH2:15][N:16]=3)=[CH:9]2)=[CH:4][CH:3]=1.C([O-])([O-])=O.[Na+].[Na+].[CH3:28][C:29]1[CH:34]=[CH:33][C:32](B(O)O)=[CH:31][CH:30]=1.[O:38]1[CH2:43]C[O:41][CH2:40][CH2:39]1. Product: [CH3:28][C:29]1[CH:34]=[CH:33][C:32]([C:2]2[CH:11]=[C:10]3[C:5]([CH:6]=[CH:7][C:8]([C:12]4[NH:13][CH2:14][CH2:15][N:16]=4)([O:41][CH2:40][CH2:39][O:38][CH3:43])[CH2:9]3)=[CH:4][CH:3]=2)=[CH:31][CH:30]=1. The catalyst class is: 73. (3) Reactant: [C:1]1([C:10]2[CH:15]=[CH:14][CH:13]=[CH:12][CH:11]=2)[CH:6]=[CH:5][C:4]([CH2:7][CH2:8][NH2:9])=[CH:3][CH:2]=1.[Cl:16][C:17]1[CH:18]=[C:19]([CH:22]=[CH:23][C:24]=1[Cl:25])[CH:20]=O.C(O[BH-](OC(=O)C)OC(=O)C)(=O)C.[Na+]. Product: [C:1]1([C:10]2[CH:11]=[CH:12][CH:13]=[CH:14][CH:15]=2)[CH:2]=[CH:3][C:4]([CH2:7][CH2:8][NH:9][CH2:20][C:19]2[CH:22]=[CH:23][C:24]([Cl:25])=[C:17]([Cl:16])[CH:18]=2)=[CH:5][CH:6]=1. The catalyst class is: 8. (4) Reactant: Cl.[CH3:2][O:3][C:4]1[CH:19]=[CH:18][C:7]([C:8]([NH:10][C:11]2[C:12]([NH2:17])=[CH:13][CH:14]=[CH:15][CH:16]=2)=[O:9])=[CH:6][CH:5]=1.[OH-].[Na+].[CH3:22][O:23][C:24]1[CH:32]=[C:31]([O:33][CH3:34])[CH:30]=[CH:29][C:25]=1[C:26](Cl)=[O:27]. Product: [CH3:22][O:23][C:24]1[CH:32]=[C:31]([O:33][CH3:34])[CH:30]=[CH:29][C:25]=1[C:26]([NH:17][C:12]1[C:11]([NH:10][C:8](=[O:9])[C:7]2[CH:6]=[CH:5][C:4]([O:3][CH3:2])=[CH:19][CH:18]=2)=[CH:16][CH:15]=[CH:14][CH:13]=1)=[O:27]. The catalyst class is: 2. (5) Reactant: [O:1]=[C:2]1[CH2:6][CH2:5][CH2:4][N:3]1[CH:7]1[CH2:12][CH2:11][N:10]([C:13]2[CH:18]=[CH:17][C:16]([NH:19][C:20]3[N:25]=[C:24]([C:26]4[CH:34]=[CH:33][C:29]([C:30](O)=[O:31])=[CH:28][CH:27]=4)[CH:23]=[CH:22][N:21]=3)=[CH:15][CH:14]=2)[CH2:9][CH2:8]1.C1C=C[C:38]2[N:43](O)N=[N:41][C:39]=2C=1.CCN=C=NCCCN(C)C.Cl.Cl.NCC#N.C(N(CC)CC)C. Product: [C:39]([CH2:38][NH:43][C:30](=[O:31])[C:29]1[CH:33]=[CH:34][C:26]([C:24]2[CH:23]=[CH:22][N:21]=[C:20]([NH:19][C:16]3[CH:17]=[CH:18][C:13]([N:10]4[CH2:9][CH2:8][CH:7]([N:3]5[CH2:4][CH2:5][CH2:6][C:2]5=[O:1])[CH2:12][CH2:11]4)=[CH:14][CH:15]=3)[N:25]=2)=[CH:27][CH:28]=1)#[N:41]. The catalyst class is: 18. (6) Reactant: Cl[C:2]1[CH:7]=[CH:6][C:5]([N+:8]([O-:10])=[O:9])=[CH:4][N:3]=1.[CH3:11][NH:12][CH2:13][CH2:14][OH:15]. Product: [CH3:11][N:12]([C:2]1[CH:7]=[CH:6][C:5]([N+:8]([O-:10])=[O:9])=[CH:4][N:3]=1)[CH2:13][CH2:14][OH:15]. The catalyst class is: 6. (7) Reactant: [C:1]1([CH:7]2[NH:12][CH2:11][CH2:10][N:9]([CH2:13][C:14]3[CH:19]=[CH:18][C:17]([C:20]4[CH:25]=[CH:24][CH:23]=[CH:22][C:21]=4[C:26]([F:29])([F:28])[F:27])=[CH:16][CH:15]=3)[CH2:8]2)[CH:6]=[CH:5][CH:4]=[CH:3][CH:2]=1.[CH:30](N(CC)C(C)C)(C)[CH3:31].BrCC. Product: [CH2:30]([N:12]1[CH2:11][CH2:10][N:9]([CH2:13][C:14]2[CH:19]=[CH:18][C:17]([C:20]3[CH:25]=[CH:24][CH:23]=[CH:22][C:21]=3[C:26]([F:28])([F:29])[F:27])=[CH:16][CH:15]=2)[CH2:8][CH:7]1[C:1]1[CH:2]=[CH:3][CH:4]=[CH:5][CH:6]=1)[CH3:31]. The catalyst class is: 266.